Dataset: Forward reaction prediction with 1.9M reactions from USPTO patents (1976-2016). Task: Predict the product of the given reaction. Given the reactants [F:1][C:2]1[C:3]([CH2:25][N:26](C)[C:27](=O)OC(C)(C)C)=[CH:4][N:5]([S:14]([C:17]2[CH:22]=[CH:21][CH:20]=[C:19]([CH2:23][OH:24])[CH:18]=2)(=[O:16])=[O:15])[C:6]=1[C:7]1[C:8]([F:13])=[N:9][CH:10]=[CH:11][CH:12]=1.C(OCC)(=O)C.Cl, predict the reaction product. The product is: [F:1][C:2]1[C:3]([CH2:25][NH:26][CH3:27])=[CH:4][N:5]([S:14]([C:17]2[CH:18]=[C:19]([CH2:23][OH:24])[CH:20]=[CH:21][CH:22]=2)(=[O:16])=[O:15])[C:6]=1[C:7]1[C:8]([F:13])=[N:9][CH:10]=[CH:11][CH:12]=1.